Dataset: Full USPTO retrosynthesis dataset with 1.9M reactions from patents (1976-2016). Task: Predict the reactants needed to synthesize the given product. (1) Given the product [CH3:1][C:2]1([CH3:17])[C:10]2[C:5](=[CH:6][CH:7]=[C:8]([C:11]3[CH:12]=[N:13][N:14]([CH3:16])[CH:15]=3)[CH:9]=2)[N:4]([C:19]2[C:23]3[CH2:24][N:25]([C:28](=[O:30])[CH3:29])[CH2:26][CH2:27][C:22]=3[N:21]([CH3:31])[N:20]=2)[CH2:3]1, predict the reactants needed to synthesize it. The reactants are: [CH3:1][C:2]1([CH3:17])[C:10]2[C:5](=[CH:6][CH:7]=[C:8]([C:11]3[CH:12]=[N:13][N:14]([CH3:16])[CH:15]=3)[CH:9]=2)[NH:4][CH2:3]1.Br[C:19]1[C:23]2[CH2:24][N:25]([C:28](=[O:30])[CH3:29])[CH2:26][CH2:27][C:22]=2[N:21]([CH3:31])[N:20]=1.C(O[Na])(C)(C)C.COC(C)(C)C.C1(P(C2CCCCC2)C2C=CC=CC=2C2C(OC(C)C)=CC=CC=2OC(C)C)CCCCC1. (2) Given the product [ClH:34].[CH3:1][C:2]1[CH:7]=[CH:6][N:5]=[C:4]2[NH:8][N:9]=[C:10]([CH:11]3[CH2:16][CH2:15][NH:14][CH2:13][CH2:12]3)[C:3]=12, predict the reactants needed to synthesize it. The reactants are: [CH3:1][C:2]1[CH:7]=[CH:6][N:5]=[C:4]2[N:8](COCC[Si](C)(C)C)[N:9]=[C:10]([CH:11]3[CH2:16][CH2:15][N:14](C(OC(C)(C)C)=O)[CH2:13][CH2:12]3)[C:3]=12.Cl.C(Cl)[Cl:34]. (3) Given the product [CH3:44][C:45]1([CH3:81])[N:49]([CH2:50][CH2:51][CH2:52][CH2:53][CH2:54][S:55]([CH2:56][CH2:57][CH2:58][C:59]([F:64])([F:65])[C:60]([F:63])([F:62])[F:61])=[O:17])[C:48](=[O:66])[N:47]([C:67]2[CH:72]=[CH:71][C:70]([N+:73]([O-:75])=[O:74])=[C:69]([C:76]([F:79])([F:78])[F:77])[CH:68]=2)[C:46]1=[O:80], predict the reactants needed to synthesize it. The reactants are: CC1(C)N(CCCCCCCCCS(CCCC(F)(F)C(F)(F)F)=[O:17])C(=O)N(C2C=CC([N+]([O-])=O)=C(C(F)(F)F)C=2)C1=O.[CH3:44][C:45]1([CH3:81])[N:49]([CH2:50][CH2:51][CH2:52][CH2:53][CH2:54][S:55][CH2:56][CH2:57][CH2:58][C:59]([F:65])([F:64])[C:60]([F:63])([F:62])[F:61])[C:48](=[O:66])[N:47]([C:67]2[CH:72]=[CH:71][C:70]([N+:73]([O-:75])=[O:74])=[C:69]([C:76]([F:79])([F:78])[F:77])[CH:68]=2)[C:46]1=[O:80]. (4) Given the product [N:1]1[CH:6]=[CH:5][N:4]=[CH:3][C:2]=1[C:7]([O:9][CH2:15][CH3:16])=[O:8], predict the reactants needed to synthesize it. The reactants are: [N:1]1[CH:6]=[CH:5][N:4]=[CH:3][C:2]=1[C:7]([OH:9])=[O:8].S(=O)(=O)(O)O.[CH2:15](O)[CH3:16]. (5) Given the product [Cl:1][C:2]1[C:3]([CH3:26])=[C:4]([C:23](=[O:25])[CH3:24])[C:5]([O:22][CH2:32][CH2:33][C:34]2[CH:39]=[CH:38][CH:37]=[CH:36][N:35]=2)=[C:6]([O:10][CH2:11][CH2:12][CH:13]([C:15]2[CH:20]=[CH:19][C:18]([F:21])=[CH:17][CH:16]=2)[CH3:14])[C:7]=1[O:8][CH3:9], predict the reactants needed to synthesize it. The reactants are: [Cl:1][C:2]1[C:3]([CH3:26])=[C:4]([C:23](=[O:25])[CH3:24])[C:5]([OH:22])=[C:6]([O:10][CH2:11][CH2:12][CH:13]([C:15]2[CH:20]=[CH:19][C:18]([F:21])=[CH:17][CH:16]=2)[CH3:14])[C:7]=1[O:8][CH3:9].CS(O[CH2:32][CH2:33][C:34]1[CH:39]=[CH:38][CH:37]=[CH:36][N:35]=1)(=O)=O. (6) Given the product [CH3:25][C:6]1[CH:7]=[C:8]([C:12]2[NH:21][C:20](=[O:22])[C:19]3[C:14](=[C:15]([O:23][CH3:24])[CH:16]=[CH:17][CH:18]=3)[N:13]=2)[CH:9]=[C:10]([CH3:11])[C:5]=1[O:4][CH2:3][CH2:2][N:26]1[CH2:30][CH2:29][CH2:28][CH2:27]1, predict the reactants needed to synthesize it. The reactants are: Br[CH2:2][CH2:3][O:4][C:5]1[C:10]([CH3:11])=[CH:9][C:8]([C:12]2[NH:21][C:20](=[O:22])[C:19]3[C:14](=[C:15]([O:23][CH3:24])[CH:16]=[CH:17][CH:18]=3)[N:13]=2)=[CH:7][C:6]=1[CH3:25].[NH:26]1[CH2:30][CH2:29][CH2:28][CH2:27]1.O. (7) Given the product [OH:6][C:7]1[CH:8]=[C:9]2[C:13](=[CH:14][CH:15]=1)[NH:12][C:11]([CH3:16])=[CH:10]2, predict the reactants needed to synthesize it. The reactants are: B(Br)(Br)Br.C[O:6][C:7]1[CH:8]=[C:9]2[C:13](=[CH:14][CH:15]=1)[NH:12][C:11]([CH3:16])=[CH:10]2.O.[OH-].[Na+]. (8) Given the product [NH2:10][C:11]1[CH:16]=[CH:15][N:14]([CH2:17][CH2:18][CH2:19][CH2:20][C:21]2[N:22]=[N:23][C:24]([NH:27][C:28](=[O:36])[CH2:29][C:30]3[CH:31]=[CH:32][CH:33]=[CH:34][CH:35]=3)=[CH:25][CH:26]=2)[C:13](=[O:37])[N:12]=1, predict the reactants needed to synthesize it. The reactants are: C(OC(=O)[NH:10][C:11]1[CH:16]=[CH:15][N:14]([CH2:17][CH2:18][C:19]#[C:20][C:21]2[N:22]=[N:23][C:24]([NH:27][C:28](=[O:36])[CH2:29][C:30]3[CH:35]=[CH:34][CH:33]=[CH:32][CH:31]=3)=[CH:25][CH:26]=2)[C:13](=[O:37])[N:12]=1)C1C=CC=CC=1. (9) Given the product [F:1][C:2]1[CH:7]=[C:6]2[C:5]([CH2:8][CH:9]([CH2:14][CH2:15][CH3:16])[CH2:10][C:11]2=[O:13])=[CH:4][C:3]=1[O:17][CH3:18], predict the reactants needed to synthesize it. The reactants are: [F:1][C:2]1[CH:7]=[CH:6][C:5]([CH2:8][CH:9]([CH2:14][CH2:15][CH3:16])[CH2:10][C:11]([OH:13])=O)=[CH:4][C:3]=1[O:17][CH3:18].C(Cl)(=O)C(Cl)=O.[Al+3].[Cl-].[Cl-].[Cl-]. (10) Given the product [CH2:1]([O:3][C:4](=[O:5])[NH:6][C:7]1[CH:29]=[CH:28][CH:27]=[C:9]([CH2:10][N:11]2[C:16](=[O:17])[CH:15]=[CH:14][C:13]([C:18]3[CH:26]=[CH:25][CH:24]=[C:20]([C:21](=[O:22])[NH:42][CH2:41][CH2:40][CH2:39][CH2:38][NH:37][C:35]([O:34][C:30]([CH3:33])([CH3:32])[CH3:31])=[O:36])[CH:19]=3)=[N:12]2)[CH:8]=1)[CH3:2], predict the reactants needed to synthesize it. The reactants are: [CH2:1]([O:3][C:4]([NH:6][C:7]1[CH:8]=[C:9]([CH:27]=[CH:28][CH:29]=1)[CH2:10][N:11]1[C:16](=[O:17])[CH:15]=[CH:14][C:13]([C:18]2[CH:19]=[C:20]([CH:24]=[CH:25][CH:26]=2)[C:21](O)=[O:22])=[N:12]1)=[O:5])[CH3:2].[C:30]([O:34][C:35]([NH:37][CH2:38][CH2:39][CH2:40][CH2:41][NH2:42])=[O:36])([CH3:33])([CH3:32])[CH3:31].CN1CCOCC1.ON1C2C=CC=CC=2N=N1.Cl.CN(C)CCCN=C=NCC.